Dataset: Full USPTO retrosynthesis dataset with 1.9M reactions from patents (1976-2016). Task: Predict the reactants needed to synthesize the given product. (1) Given the product [C:71]([O:70][C:68]([NH:67][C@H:48]1[CH2:47][C:46]2[CH:75]=[C:42]([CH:43]=[CH:44][C:45]=2[OH:76])[C:41]2=[CH:77][C:37](=[CH:38][CH:39]=[CH:40]2)[CH2:36][C@@H:35]([CH2:34][C:33]([NH:32][CH2:31][CH:30]([OH:79])[CH2:29][NH:28][C:26](=[O:27])[C@H:11]([CH2:12][CH2:13][CH2:14][NH2:15])[NH2:10])=[O:78])[NH:53][C:52](=[O:54])[C@H:51]([CH2:55][CH2:56][CH2:57][NH:58][C:59](=[O:60])[O:61][C:62]([CH3:65])([CH3:64])[CH3:63])[NH:50][C:49]1=[O:66])=[O:69])([CH3:74])([CH3:72])[CH3:73], predict the reactants needed to synthesize it. The reactants are: C(OC(=O)[NH:10][C@H:11]([C:26]([NH:28][CH2:29][CH:30]([OH:79])[CH2:31][NH:32][C:33](=[O:78])[CH2:34][C@H:35]1[NH:53][C:52](=[O:54])[C@H:51]([CH2:55][CH2:56][CH2:57][NH:58][C:59]([O:61][C:62]([CH3:65])([CH3:64])[CH3:63])=[O:60])[NH:50][C:49](=[O:66])[C@@H:48]([NH:67][C:68]([O:70][C:71]([CH3:74])([CH3:73])[CH3:72])=[O:69])[CH2:47][C:46]2[CH:75]=[C:42]([CH:43]=[CH:44][C:45]=2[OH:76])[C:41]2=[CH:77][C:37](=[CH:38][CH:39]=[CH:40]2)[CH2:36]1)=[O:27])[CH2:12][CH2:13][CH2:14][NH:15]C(OCC1C=CC=CC=1)=O)C1C=CC=CC=1. (2) Given the product [CH2:1]([O:8][C:9]([NH:11][C@H:12]([CH2:21][O:22][CH2:32][O:33][CH3:34])[CH2:13][C:14]([O:16][C:17]([CH3:19])([CH3:18])[CH3:20])=[O:15])=[O:10])[C:2]1[CH:3]=[CH:4][CH:5]=[CH:6][CH:7]=1, predict the reactants needed to synthesize it. The reactants are: [CH2:1]([O:8][C:9]([NH:11][C@H:12]([CH2:21][OH:22])[CH2:13][C:14]([O:16][C:17]([CH3:20])([CH3:19])[CH3:18])=[O:15])=[O:10])[C:2]1[CH:7]=[CH:6][CH:5]=[CH:4][CH:3]=1.C(N(C(C)C)CC)(C)C.[CH3:32][O:33][CH2:34]Cl.Cl.[Cl-].[Na+].